From a dataset of Full USPTO retrosynthesis dataset with 1.9M reactions from patents (1976-2016). Predict the reactants needed to synthesize the given product. (1) Given the product [C:1]1(=[N:10][N:9]([CH3:11])[CH3:8])[CH2:6][CH2:5][CH2:4][CH2:3][CH2:2]1, predict the reactants needed to synthesize it. The reactants are: [C:1]1(=O)[CH2:6][CH2:5][CH2:4][CH2:3][CH2:2]1.[CH3:8][N:9]([CH3:11])[NH2:10].O.C1(C)C=CC(S(O)(=O)=O)=CC=1. (2) Given the product [CH3:1][N:2]1[CH2:7][CH2:6][N:5]([CH2:8][C:9]2[CH:10]=[C:11]([C:15](=[O:17])/[CH:16]=[CH:18]/[C:20]3[N:25]=[C:24](/[CH:26]=[CH:27]/[C:28]([O:30][C:31]([CH3:34])([CH3:33])[CH3:32])=[O:29])[CH:23]=[CH:22][CH:21]=3)[CH:12]=[CH:13][CH:14]=2)[CH2:4][CH2:3]1, predict the reactants needed to synthesize it. The reactants are: [CH3:1][N:2]1[CH2:7][CH2:6][N:5]([CH2:8][C:9]2[CH:10]=[C:11]([C:15](=[O:17])[CH3:16])[CH:12]=[CH:13][CH:14]=2)[CH2:4][CH2:3]1.[CH:18]([C:20]1[N:25]=[C:24](/[CH:26]=[CH:27]/[C:28]([O:30][C:31]([CH3:34])([CH3:33])[CH3:32])=[O:29])[CH:23]=[CH:22][CH:21]=1)=O.[OH-].[K+]. (3) Given the product [OH:34][C@@:21]12[CH2:22][C@@H:23]([O:33][CH2:44][O:45][CH3:46])[CH2:24][C@H:25]3[O:26][C:27]([CH3:31])([CH3:32])[O:28][CH2:29][C@@:30]13[CH:3]1[CH:4]([C@@:5]3([O:18][CH2:25][O:26][CH3:27])[CH2:10][CH2:9][C@H:8]([C:11]4[CH2:15][O:14][C:13](=[O:16])[CH:12]=4)[C@@:6]3([CH3:17])[CH2:7][C@H:2]1[O:1][CH2:13][O:14][CH3:15])[CH2:19][CH2:20]2, predict the reactants needed to synthesize it. The reactants are: [OH:1][C@@H:2]1[CH2:7][C@:6]2([CH3:17])[C@@H:8]([C:11]3[CH2:15][O:14][C:13](=[O:16])[CH:12]=3)[CH2:9][CH2:10][C@:5]2([OH:18])[CH:4]2[CH2:19][CH2:20][C@@:21]3([OH:34])[C@@:30]4([CH:3]12)[C@H:25]([O:26][C:27]([CH3:32])([CH3:31])[O:28][CH2:29]4)[CH2:24][C@H:23]([OH:33])[CH2:22]3.C(N(C(C)C)CC)(C)C.[CH3:44][O:45][CH2:46]Cl. (4) Given the product [CH3:2][O:3][C:4]1[CH:5]=[CH:6][C:7]([CH2:8][C@@H:9]([C:11]([O:13][CH3:14])=[O:12])[NH:10][C:30](=[O:31])[CH:29]=[CH:28][C:27]2[CH:33]=[CH:34][CH:35]=[CH:36][C:26]=2[C:25]([F:37])([F:38])[F:24])=[CH:15][CH:16]=1, predict the reactants needed to synthesize it. The reactants are: Cl.[CH3:2][O:3][C:4]1[CH:16]=[CH:15][C:7]([CH2:8][C@@H:9]([C:11]([O:13][CH3:14])=[O:12])[NH2:10])=[CH:6][CH:5]=1.C(N(CC)CC)C.[F:24][C:25]([F:38])([F:37])[C:26]1[CH:36]=[CH:35][CH:34]=[CH:33][C:27]=1[CH:28]=[CH:29][C:30](O)=[O:31].CCN=C=NCCCN(C)C.Cl. (5) Given the product [CH2:20]([N:8]([CH2:1][C:2]1[CH:7]=[CH:6][CH:5]=[CH:4][CH:3]=1)[C:9]1[N:10]=[CH:11][CH:12]=[C:13]2[CH:17]=[C:16]([CH:18]=[O:19])[NH:15][C:14]=12)[C:21]1[CH:22]=[CH:23][CH:24]=[CH:25][CH:26]=1, predict the reactants needed to synthesize it. The reactants are: [CH2:1]([N:8]([CH2:20][C:21]1[CH:26]=[CH:25][CH:24]=[CH:23][CH:22]=1)[C:9]1[N:10]=[CH:11][CH:12]=[C:13]2[CH:17]=[C:16]([CH2:18][OH:19])[NH:15][C:14]=12)[C:2]1[CH:7]=[CH:6][CH:5]=[CH:4][CH:3]=1. (6) Given the product [Cl:1][C:10]([CH3:12])([CH3:11])[CH:9]([N:16]=[O:18])[CH2:8][N:6]1[CH:7]=[C:3]([CH3:2])[N:4]=[C:5]1[N+:13]([O-:15])=[O:14], predict the reactants needed to synthesize it. The reactants are: [ClH:1].[CH3:2][C:3]1[N:4]=[C:5]([N+:13]([O-:15])=[O:14])[N:6]([CH2:8][CH:9]=[C:10]([CH3:12])[CH3:11])[CH:7]=1.[N:16]([O:18]CCC(C)C)=O. (7) Given the product [Br:1][C:2]1[CH:7]=[CH:6][N:5]=[C:4]([NH:8][C:24](=[O:25])[O:23][C:19]([CH3:22])([CH3:21])[CH3:20])[CH:3]=1, predict the reactants needed to synthesize it. The reactants are: [Br:1][C:2]1[CH:7]=[CH:6][N:5]=[C:4]([NH2:8])[CH:3]=1.C[Si]([N-][Si](C)(C)C)(C)C.[Na+].[C:19]([O:23][C:24](O[C:24]([O:23][C:19]([CH3:22])([CH3:21])[CH3:20])=[O:25])=[O:25])([CH3:22])([CH3:21])[CH3:20].